Task: Predict the reaction yield, written as a fraction of the theoretical maximum amount of product (1.0 means a 100% yield; for example, 0.34 means a 34% yield).. Dataset: Reaction yield outcomes from USPTO patents with 853,638 reactions (1) The reactants are [CH3:1][O:2][C:3]1[CH:11]=[C:10]([O:12][CH3:13])[CH:9]=[CH:8][C:4]=1[C:5](O)=O.O=P(Cl)(Cl)Cl.[NH2:19][C:20]1[C:25]([NH2:26])=[CH:24][CH:23]=[CH:22][N:21]=1. No catalyst specified. The product is [CH3:1][O:2][C:3]1[CH:11]=[C:10]([O:12][CH3:13])[CH:9]=[CH:8][C:4]=1[C:5]1[NH:19][C:20]2=[N:21][CH:22]=[CH:23][CH:24]=[C:25]2[N:26]=1. The yield is 0.880. (2) The reactants are [F:1][C:2]1[CH:3]=[C:4]([N:9]2[CH:14]=[C:13]([O:15][CH3:16])[C:12]([C:17]3[C:26]4[C:21](=[CH:22][C:23]([S:27](OC5C(F)=C(F)C(F)=C(F)C=5F)(=[O:29])=[O:28])=[CH:24][CH:25]=4)[CH:20]=[CH:19][N:18]=3)=[CH:11][C:10]2=[O:42])[CH:5]=[C:6]([F:8])[CH:7]=1.[CH2:43]1[CH2:47][O:46][CH2:45][CH2:44]1.[O:48]1[CH:52]=[CH:51][C:50]([NH2:53])=[N:49]1.C[Si]([N-][Si](C)(C)C)(C)C.[Li+]. The catalyst is CCOC(C)=O. The product is [F:8][C:6]1[CH:5]=[C:4]([N:9]2[CH:14]=[C:13]([O:15][CH3:16])[C:12]([C:17]3[C:26]4[C:21](=[CH:22][C:23]([S:27]([N:53]([C:50]5[CH:51]=[CH:52][O:48][N:49]=5)[CH2:6][C:7]5[CH:44]=[CH:43][C:47]([O:46][CH3:45])=[CH:3][CH:2]=5)(=[O:28])=[O:29])=[CH:24][CH:25]=4)[CH:20]=[CH:19][N:18]=3)=[CH:11][C:10]2=[O:42])[CH:3]=[C:2]([F:1])[CH:7]=1. The yield is 0.581. (3) The catalyst is CC(C)=O. The yield is 0.480. The product is [CH2:25]([O:15][C:5]1[C:6]2[C:7]3[C:12](=[CH:11][CH:10]=[CH:9][CH:8]=3)[NH:13][C:14]=2[C:2]([F:1])=[CH:3][CH:4]=1)[CH:23]1[O:24][CH2:22]1. The reactants are [F:1][C:2]1[C:14]2[NH:13][C:12]3[C:7](=[CH:8][CH:9]=[CH:10][CH:11]=3)[C:6]=2[C:5]([OH:15])=[CH:4][CH:3]=1.C(=O)([O-])[O-].[K+].[K+].[CH2:22]1[O:24][C@H:23]1[CH2:25]OS(C1C=C([N+]([O-])=O)C=CC=1)(=O)=O. (4) The reactants are [CH2:1]([O:8][C:9](=[O:20])[N:10]([CH2:17][CH:18]=C)[CH:11](C)[CH2:12][CH2:13][CH:14]=[CH2:15])[C:2]1[CH:7]=[CH:6][CH:5]=[CH:4][CH:3]=1. The catalyst is C(Cl)Cl.C=CC1C=CC=CC=1.C1C=CC(P(C2C=CC=CC=2)C2C=CC=CC=2)=CC=1.C1C=CC(P(C2C=CC=CC=2)C2C=CC=CC=2)=CC=1.Cl[Ru]Cl. The product is [CH2:1]([O:8][C:9]([N:10]1[CH2:11][CH:12]=[CH:13][CH2:14][CH2:15][CH:17]1[CH3:18])=[O:20])[C:2]1[CH:3]=[CH:4][CH:5]=[CH:6][CH:7]=1. The yield is 0.920. (5) The reactants are [CH2:1]([C:3]1[N:7]([C:8]2[N:16]=[C:15]3[C:11]([N:12]=[C:13]([C:18]4([OH:22])[CH2:21][NH:20][CH2:19]4)[N:14]3[CH3:17])=[C:10]([N:23]3[CH2:28][CH2:27][O:26][CH2:25][CH2:24]3)[N:9]=2)[C:6]2[CH:29]=[CH:30][CH:31]=[CH:32][C:5]=2[N:4]=1)[CH3:2].[CH3:33][C:34](=O)[CH3:35].C(O[BH-](OC(=O)C)OC(=O)C)(=O)C.[Na+]. The catalyst is ClCCCl. The product is [CH2:1]([C:3]1[N:7]([C:8]2[N:16]=[C:15]3[C:11]([N:12]=[C:13]([C:18]4([OH:22])[CH2:21][N:20]([CH:34]([CH3:35])[CH3:33])[CH2:19]4)[N:14]3[CH3:17])=[C:10]([N:23]3[CH2:28][CH2:27][O:26][CH2:25][CH2:24]3)[N:9]=2)[C:6]2[CH:29]=[CH:30][CH:31]=[CH:32][C:5]=2[N:4]=1)[CH3:2]. The yield is 0.130. (6) The reactants are [CH2:1](Br)[C:2]1[CH:7]=[CH:6][CH:5]=[CH:4][CH:3]=1.C([O-])([O-])=O.[Cs+].[Cs+].[C:15]([O:19][C:20]([C:22]1[CH:32]=[C:31]([OH:33])[C:25]2[CH2:26][CH:27]([CH2:29][OH:30])[O:28][C:24]=2[CH:23]=1)=[O:21])([CH3:18])([CH3:17])[CH3:16]. The catalyst is CN(C=O)C. The product is [C:15]([O:19][C:20]([C:22]1[CH:32]=[C:31]([O:33][CH2:1][C:2]2[CH:7]=[CH:6][CH:5]=[CH:4][CH:3]=2)[C:25]2[CH2:26][CH:27]([CH2:29][OH:30])[O:28][C:24]=2[CH:23]=1)=[O:21])([CH3:18])([CH3:16])[CH3:17]. The yield is 0.830.